Dataset: Forward reaction prediction with 1.9M reactions from USPTO patents (1976-2016). Task: Predict the product of the given reaction. (1) Given the reactants [C:1]([C:3]1[CH:8]=[CH:7][C:6]([CH2:9][CH2:10][C:11]([O:13][CH3:14])=[O:12])=[C:5]([F:15])[CH:4]=1)#[CH:2].Br[C:17]1[CH:22]=[CH:21][CH:20]=[C:19]([CH2:23][S:24]([CH3:27])(=[O:26])=[O:25])[CH:18]=1, predict the reaction product. The product is: [F:15][C:5]1[CH:4]=[C:3]([C:1]#[C:2][C:21]2[CH:22]=[CH:17][CH:18]=[C:19]([CH2:23][S:24]([CH3:27])(=[O:25])=[O:26])[CH:20]=2)[CH:8]=[CH:7][C:6]=1[CH2:9][CH2:10][C:11]([O:13][CH3:14])=[O:12]. (2) Given the reactants C(OC(=O)[NH:7][C@H:8]1[CH2:12][C:11](=[O:13])[N:10]([C@H:14]2[CH2:19][CH2:18][C@@H:17]([N:20]([CH:22]([CH3:24])[CH3:23])[CH3:21])[CH2:16][C@H:15]2[CH2:25][S:26]([C:29]2[CH:34]=[CH:33][CH:32]=[CH:31][CH:30]=2)(=[O:28])=[O:27])[C:9]1=[O:35])(C)(C)C.C(O)(C(F)(F)F)=O, predict the reaction product. The product is: [NH2:7][C@H:8]1[CH2:12][C:11](=[O:13])[N:10]([C@H:14]2[CH2:19][CH2:18][C@@H:17]([N:20]([CH:22]([CH3:23])[CH3:24])[CH3:21])[CH2:16][C@H:15]2[CH2:25][S:26]([C:29]2[CH:30]=[CH:31][CH:32]=[CH:33][CH:34]=2)(=[O:28])=[O:27])[C:9]1=[O:35]. (3) Given the reactants [O:1]1[CH:5]=[CH:4][C:3]([NH2:6])=[N:2]1.[Cl:7][C:8]1[N:13]=[C:12](Cl)[C:11]([Cl:15])=[CH:10][N:9]=1.C(=O)([O-])[O-].[Na+].[Na+], predict the reaction product. The product is: [Cl:7][C:8]1[N:13]=[C:12]([NH:6][C:3]2[CH:4]=[CH:5][O:1][N:2]=2)[C:11]([Cl:15])=[CH:10][N:9]=1. (4) Given the reactants [C:1]([C:4]1[C:9](=[O:10])[C:8]([CH3:11])=[CH:7][N:6]([C:12]2[CH:17]=[CH:16][CH:15]=[C:14]([C:18]([F:21])([F:20])[F:19])[CH:13]=2)[N:5]=1)(=[O:3])[CH3:2].CO[CH:24](OC)[N:25]([CH3:27])[CH3:26], predict the reaction product. The product is: [CH3:24][N:25]([CH3:27])[CH:26]=[CH:2][C:1]([C:4]1[C:9](=[O:10])[C:8]([CH3:11])=[CH:7][N:6]([C:12]2[CH:17]=[CH:16][CH:15]=[C:14]([C:18]([F:20])([F:21])[F:19])[CH:13]=2)[N:5]=1)=[O:3].